This data is from Full USPTO retrosynthesis dataset with 1.9M reactions from patents (1976-2016). The task is: Predict the reactants needed to synthesize the given product. (1) Given the product [NH2:8][CH2:13][CH2:12][NH:11][C:44](=[O:40])[C:43]1[CH:3]=[CH:2][C:36]([C:12]2[N:11]=[C:9]3[N:8]([CH:13]=2)[C:7](=[O:33])/[C:6](=[CH:5]/[C:4]2[CH:34]=[C:35]([O:38][CH3:39])[C:36]([OH:37])=[C:2]([Cl:1])[CH:3]=2)/[S:10]3)=[CH:41][CH:42]=1, predict the reactants needed to synthesize it. The reactants are: [Cl:1][C:2]1[CH:3]=[C:4]([CH:34]=[C:35]([O:38][CH3:39])[C:36]=1[OH:37])/[CH:5]=[C:6]1/[C:7](=[O:33])[N:8]2[C:13](C3C=CC(C(NCCNC(=O)OC(C)(C)C)=O)=CC=3)=[CH:12][N:11]=[C:9]2[S:10]/1.[O:40]1[CH2:44][CH2:43][CH2:42][CH2:41]1. (2) Given the product [CH2:40]([O:39][C:37]([N:1]1[C:9]2[C:4](=[CH:5][C:6]([S:10]([C:13]3[CH:14]=[C:15]([OH:33])[C:16]4[O:25][C:24]5[CH2:23][CH2:22][N:21]([C:26]([O:28][C:29]([CH3:30])([CH3:32])[CH3:31])=[O:27])[CH2:20][C:19]=5[C:17]=4[CH:18]=3)(=[O:12])=[O:11])=[CH:7][CH:8]=2)[CH:3]=[CH:2]1)=[O:38])[CH3:41], predict the reactants needed to synthesize it. The reactants are: [NH:1]1[C:9]2[C:4](=[CH:5][C:6]([S:10]([C:13]3[CH:14]=[C:15]([OH:33])[C:16]4[O:25][C:24]5[CH2:23][CH2:22][N:21]([C:26]([O:28][C:29]([CH3:32])([CH3:31])[CH3:30])=[O:27])[CH2:20][C:19]=5[C:17]=4[CH:18]=3)(=[O:12])=[O:11])=[CH:7][CH:8]=2)[CH:3]=[CH:2]1.[OH-].[Na+].Cl[C:37]([O:39][CH2:40][CH3:41])=[O:38]. (3) Given the product [CH2:23]([C:25]1[C:26]([O:12][CH2:11][CH2:10][CH2:9][C:8]2[C:4]([CH:1]([CH3:3])[CH3:2])=[N:5][N:6]([C:13]3[CH:18]=[CH:17][C:16]([C:19]([F:21])([F:20])[F:22])=[CH:15][N:14]=3)[CH:7]=2)=[C:27]([CH2:31][C:32]([O:34][CH3:35])=[O:33])[CH:28]=[CH:29][CH:30]=1)[CH3:24], predict the reactants needed to synthesize it. The reactants are: [CH:1]([C:4]1[C:8]([CH2:9][CH2:10][CH2:11][OH:12])=[CH:7][N:6]([C:13]2[CH:18]=[CH:17][C:16]([C:19]([F:22])([F:21])[F:20])=[CH:15][N:14]=2)[N:5]=1)([CH3:3])[CH3:2].[CH2:23]([C:25]1[C:26](O)=[C:27]([CH2:31][C:32]([O:34][CH3:35])=[O:33])[CH:28]=[CH:29][CH:30]=1)[CH3:24].C(P(CCCC)CCCC)CCC.N(C(N1CCCCC1)=O)=NC(N1CCCCC1)=O.